Dataset: Peptide-MHC class II binding affinity with 134,281 pairs from IEDB. Task: Regression. Given a peptide amino acid sequence and an MHC pseudo amino acid sequence, predict their binding affinity value. This is MHC class II binding data. The peptide sequence is GQWRGAAGTAAQAAV. The MHC is HLA-DQA10101-DQB10501 with pseudo-sequence HLA-DQA10101-DQB10501. The binding affinity (normalized) is 0.